The task is: Regression/Classification. Given a drug SMILES string, predict its absorption, distribution, metabolism, or excretion properties. Task type varies by dataset: regression for continuous measurements (e.g., permeability, clearance, half-life) or binary classification for categorical outcomes (e.g., BBB penetration, CYP inhibition). Dataset: rlm.. This data is from Rat liver microsome stability data. (1) The molecule is Cc1cc(NC(=O)c2ccc(NC(=O)Cc3ccc(Cl)c(Cl)c3)cc2)no1. The result is 1 (stable in rat liver microsomes). (2) The molecule is N[C@@H](CSCc1ccccc1)C(=O)O. The result is 0 (unstable in rat liver microsomes). (3) The compound is CNCCNS(=O)(=O)c1ccc(NC2CCCCC2)c(NCc2ccccc2)c1. The result is 1 (stable in rat liver microsomes). (4) The compound is Cc1nn(CCc2nc(-c3ccccc3)cs2)c2nc(O)cc(C(F)(F)F)c12. The result is 1 (stable in rat liver microsomes). (5) The compound is O=C(NCCO)c1cccc(-c2cc(Nc3ccc(OC(F)(F)F)cc3)ncn2)c1. The result is 0 (unstable in rat liver microsomes). (6) The drug is COCCNCc1ccc(-c2cc(-c3cccc(C(=O)NC(C)C)c3)[nH]n2)cc1. The result is 0 (unstable in rat liver microsomes). (7) The molecule is O=C(Nc1ccc(C(F)(F)F)cc1)c1ccc(C2(C(F)(F)F)CC2)cc1. The result is 0 (unstable in rat liver microsomes).